This data is from Forward reaction prediction with 1.9M reactions from USPTO patents (1976-2016). The task is: Predict the product of the given reaction. Given the reactants [CH3:1][N:2]1[C:6]2[CH:7]=[CH:8][C:9]([C:11]3[CH:12]=[N:13][CH:14]=[C:15]4[C:20]=3[N:19]=[C:18]([CH2:21]O)[CH:17]=[CH:16]4)=[CH:10][C:5]=2[CH2:4][S:3]1(=[O:24])=[O:23].C(N(CC)CC)C.CS([Cl:36])(=O)=O, predict the reaction product. The product is: [Cl:36][CH2:21][C:18]1[CH:17]=[CH:16][C:15]2[C:20](=[C:11]([C:9]3[CH:8]=[CH:7][C:6]4[N:2]([CH3:1])[S:3](=[O:24])(=[O:23])[CH2:4][C:5]=4[CH:10]=3)[CH:12]=[N:13][CH:14]=2)[N:19]=1.